This data is from Catalyst prediction with 721,799 reactions and 888 catalyst types from USPTO. The task is: Predict which catalyst facilitates the given reaction. (1) Reactant: [OH:1][CH2:2][C:3]1[CH:21]=[CH:20][C:6]2[NH:7][C:8](=[N:10][C:11](=[O:19])[C:12]3[CH:17]=[CH:16][C:15]([CH3:18])=[CH:14][CH:13]=3)[S:9][C:5]=2[CH:4]=1.C(=O)([O-])[O-].[K+].[K+].Br[CH:29]([CH2:34][CH3:35])[C:30]([O:32][CH3:33])=[O:31]. Product: [OH:1][CH2:2][C:3]1[CH:21]=[CH:20][C:6]2[N:7]([CH:29]([CH2:34][CH3:35])[C:30]([O:32][CH3:33])=[O:31])[C:8](=[N:10][C:11](=[O:19])[C:12]3[CH:17]=[CH:16][C:15]([CH3:18])=[CH:14][CH:13]=3)[S:9][C:5]=2[CH:4]=1. The catalyst class is: 9. (2) Reactant: Cl.[CH2:2]1[C@H:6]2[CH2:7][NH:8][CH2:9][C@@H:5]2[CH2:4][N:3]1[C:10]([C:12]1[CH:17]=[CH:16][C:15]([S:18]([NH2:21])(=[O:20])=[O:19])=[CH:14][CH:13]=1)=[O:11].CN1CCOCC1.[F:29][C:30]([F:44])([F:43])[O:31][C:32]1[CH:37]=[CH:36][C:35]([CH2:38][CH2:39][C:40](O)=[O:41])=[CH:34][CH:33]=1.F[P-](F)(F)(F)(F)F.N1(OC(N(C)C)=[N+](C)C)C2N=CC=CC=2N=N1. Product: [F:29][C:30]([F:43])([F:44])[O:31][C:32]1[CH:33]=[CH:34][C:35]([CH2:38][CH2:39][C:40]([N:8]2[CH2:7][C@@H:6]3[CH2:2][N:3]([C:10]([C:12]4[CH:13]=[CH:14][C:15]([S:18]([NH2:21])(=[O:19])=[O:20])=[CH:16][CH:17]=4)=[O:11])[CH2:4][C@H:5]3[CH2:9]2)=[O:41])=[CH:36][CH:37]=1. The catalyst class is: 9. (3) Reactant: [F:1][C:2]1[CH:3]=[C:4]([C@@:9]2([CH3:41])[N:18]([CH2:19][C:20]#[C:21][C:22]3[CH:23]=[C:24]4[CH2:39][C@@:29]5([C:37]6[C:32](=[N:33][CH:34]=[CH:35][CH:36]=6)[NH:31][C:30]5=[O:38])[CH2:28][C:25]4=[N:26][CH:27]=3)[C:17](=[O:40])[C:12]3([CH2:16][CH2:15][CH2:14][CH2:13]3)[NH:11][CH2:10]2)[CH:5]=[C:6]([F:8])[CH:7]=1.C(O)(=O)C.[Cl:46][CH2:47][CH:48]=O.C([BH3-])#N.[Na+]. Product: [NH4+:11].[OH-:38].[Cl:46][CH2:47][CH2:48][N:11]1[CH2:10][C@:9]([C:4]2[CH:5]=[C:6]([F:8])[CH:7]=[C:2]([F:1])[CH:3]=2)([CH3:41])[N:18]([CH2:19][C:20]#[C:21][C:22]2[CH:23]=[C:24]3[CH2:39][C@@:29]4([C:37]5[C:32](=[N:33][CH:34]=[CH:35][CH:36]=5)[NH:31][C:30]4=[O:38])[CH2:28][C:25]3=[N:26][CH:27]=2)[C:17](=[O:40])[C:12]21[CH2:13][CH2:14][CH2:15][CH2:16]2. The catalyst class is: 5. (4) Reactant: [CH:1]1([C:5]2[CH:10]=[CH:9][C:8]([N+:11]([O-])=O)=[C:7]([F:14])[CH:6]=2)[CH2:4][CH2:3][CH2:2]1.[H][H]. Product: [CH:1]1([C:5]2[CH:10]=[CH:9][C:8]([NH2:11])=[C:7]([F:14])[CH:6]=2)[CH2:2][CH2:3][CH2:4]1. The catalyst class is: 45. (5) Reactant: [F:1][C:2]1[CH:3]=[N:4][N:5]([CH:12]([CH3:14])[CH3:13])[C:6]=1[C:7]([O:9]CC)=[O:8].Cl. Product: [F:1][C:2]1[CH:3]=[N:4][N:5]([CH:12]([CH3:14])[CH3:13])[C:6]=1[C:7]([OH:9])=[O:8]. The catalyst class is: 12. (6) Reactant: [N:1]1[C:2]([CH:14]=O)=[N:3][N:4]2[CH:13]=[CH:12][C:11]3[N:10]=[CH:9][CH:8]=[CH:7][C:6]=3[C:5]=12.[Cl-].[CH3:17][C:18]1[N:23]2[N:24]=[C:25]([CH2:27][P+](C3C=CC=CC=3)(C3C=CC=CC=3)C3C=CC=CC=3)[N:26]=[C:22]2[CH:21]=[CH:20][CH:19]=1.C1CCN2C(=NCCC2)CC1. Product: [CH3:17][C:18]1[N:23]2[N:24]=[C:25](/[CH:27]=[CH:14]/[C:2]3[N:1]=[C:5]4[C:6]5[CH:7]=[CH:8][CH:9]=[N:10][C:11]=5[CH:12]=[CH:13][N:4]4[N:3]=3)[N:26]=[C:22]2[CH:21]=[CH:20][CH:19]=1. The catalyst class is: 76. (7) Reactant: C([NH:5][S:6]([C:9]1[CH:14]=[CH:13][CH:12]=[C:11]([C:15]2[CH:20]=[C:19]([C:21]3[N:26]=[C:25]([C:27]4[CH:32]=[CH:31][C:30]([F:33])=[CH:29][CH:28]=4)[CH:24]=[C:23]([C:34]([F:37])([F:36])[F:35])[N:22]=3)[CH:18]=[CH:17][N:16]=2)[CH:10]=1)(=[O:8])=[O:7])(C)(C)C.C(O)(C(F)(F)F)=O. Product: [F:33][C:30]1[CH:29]=[CH:28][C:27]([C:25]2[CH:24]=[C:23]([C:34]([F:36])([F:37])[F:35])[N:22]=[C:21]([C:19]3[CH:18]=[CH:17][N:16]=[C:15]([C:11]4[CH:10]=[C:9]([S:6]([NH2:5])(=[O:8])=[O:7])[CH:14]=[CH:13][CH:12]=4)[CH:20]=3)[N:26]=2)=[CH:32][CH:31]=1. The catalyst class is: 4.